The task is: Predict the reaction yield, written as a fraction of the theoretical maximum amount of product (1.0 means a 100% yield; for example, 0.34 means a 34% yield).. This data is from Reaction yield outcomes from USPTO patents with 853,638 reactions. (1) The reactants are [Br:1][C:2]1[N:7]=[C:6]([C:8]([O:10][CH3:11])=[O:9])[C:5]([OH:12])=[CH:4][CH:3]=1.[O:13]([CH2:20][CH2:21]O)[C:14]1[CH:19]=[CH:18][CH:17]=[CH:16][CH:15]=1.CC(OC(/N=N/C(OC(C)C)=O)=O)C. The catalyst is C(Cl)Cl. The product is [Br:1][C:2]1[N:7]=[C:6]([C:8]([O:10][CH3:11])=[O:9])[C:5]([O:12][CH2:21][CH2:20][O:13][C:14]2[CH:19]=[CH:18][CH:17]=[CH:16][CH:15]=2)=[CH:4][CH:3]=1. The yield is 0.720. (2) The reactants are Cl[C:2]1[CH:3]=[C:4]([CH:9]=[CH:10][N:11]=1)[C:5]([O:7][CH3:8])=[O:6].C(=O)([O-])[O-].[K+].[K+].[Cl:18][C:19]1[CH:24]=[CH:23][C:22](B2OC(C)(C)C(C)(C)O2)=[CH:21][C:20]=1[F:34].C(Cl)Cl. The catalyst is CO.Cl[Pd]Cl.O. The product is [Cl:18][C:19]1[CH:24]=[CH:23][C:22]([C:2]2[CH:3]=[C:4]([CH:9]=[CH:10][N:11]=2)[C:5]([O:7][CH3:8])=[O:6])=[CH:21][C:20]=1[F:34]. The yield is 0.790.